This data is from Retrosynthesis with 50K atom-mapped reactions and 10 reaction types from USPTO. The task is: Predict the reactants needed to synthesize the given product. Given the product N#Cc1c(N2CCOC(CF)C2)sc(C(=O)O)c1-c1ccc(Cl)cc1Cl, predict the reactants needed to synthesize it. The reactants are: CCOC(=O)c1sc(N2CCOC(CF)C2)c(C#N)c1-c1ccc(Cl)cc1Cl.